From a dataset of Full USPTO retrosynthesis dataset with 1.9M reactions from patents (1976-2016). Predict the reactants needed to synthesize the given product. (1) Given the product [CH2:1]([O:8][C:9]1[CH:10]=[C:11]([CH:15]=[CH:16][CH:17]=1)[C:12]([N:32]1[CH2:33][CH2:34][N:29]([C:27]([NH:26][C:22]2[CH:21]=[N:20][CH:25]=[CH:24][CH:23]=2)=[O:28])[CH2:30][CH2:31]1)=[O:14])[C:2]1[CH:3]=[CH:4][CH:5]=[CH:6][CH:7]=1, predict the reactants needed to synthesize it. The reactants are: [CH2:1]([O:8][C:9]1[CH:10]=[C:11]([CH:15]=[CH:16][CH:17]=1)[C:12]([OH:14])=O)[C:2]1[CH:7]=[CH:6][CH:5]=[CH:4][CH:3]=1.Cl.Cl.[N:20]1[CH:25]=[CH:24][CH:23]=[C:22]([NH:26][C:27]([N:29]2[CH2:34][CH2:33][NH:32][CH2:31][CH2:30]2)=[O:28])[CH:21]=1.CCN=C=NCCCN(C)C.C1C=CC2N(O)N=NC=2C=1. (2) Given the product [ClH:1].[Cl:1][C:2]1[CH:9]=[CH:8][C:5]([CH:6]=[N:17][NH:16][C:13]([NH2:15])=[NH:14])=[CH:4][C:3]=1[N+:10]([O-:12])=[O:11], predict the reactants needed to synthesize it. The reactants are: [Cl:1][C:2]1[CH:9]=[CH:8][C:5]([CH:6]=O)=[CH:4][C:3]=1[N+:10]([O-:12])=[O:11].[C:13]([NH:16][NH2:17])([NH2:15])=[NH:14].Cl. (3) Given the product [OH:11][C:9]1[C:8]2[C:7](=[CH:17][CH:16]=[CH:15][CH:14]=2)[N:6]([CH:1]=[CH:2][C:3](=[CH2:5])[CH3:4])[C:12](=[O:13])[C:21]=1[C:22]([O:24][CH2:25][CH3:26])=[O:23], predict the reactants needed to synthesize it. The reactants are: [CH:1]([N:6]1[C:12](=[O:13])[O:11][C:9](=O)[C:8]2=[CH:14][CH:15]=[CH:16][CH:17]=[C:7]12)=[CH:2][C:3](=[CH2:5])[CH3:4].[H-].[Na+].C(OCC)(=O)[CH2:21][C:22]([O:24][CH2:25][CH3:26])=[O:23].